Dataset: Catalyst prediction with 721,799 reactions and 888 catalyst types from USPTO. Task: Predict which catalyst facilitates the given reaction. Reactant: O.O.[Sn](Cl)(Cl)(Cl)Cl.[CH3:8][C:9]1[CH:16]=[C:15]([N+:17]([O-])=O)[CH:14]=[CH:13][C:10]=1[C:11]#[N:12]. Product: [NH2:17][C:15]1[CH:14]=[CH:13][C:10]([C:11]#[N:12])=[C:9]([CH3:8])[CH:16]=1. The catalyst class is: 8.